From a dataset of Full USPTO retrosynthesis dataset with 1.9M reactions from patents (1976-2016). Predict the reactants needed to synthesize the given product. (1) Given the product [Br:17][C:11]1[CH:12]=[C:7]([C:5]2[CH:4]=[N:3][N:2]([CH3:1])[CH:6]=2)[CH:8]=[C:9]([N+:14]([O-:16])=[O:15])[C:10]=1[OH:13], predict the reactants needed to synthesize it. The reactants are: [CH3:1][N:2]1[CH:6]=[C:5]([C:7]2[CH:12]=[CH:11][C:10]([OH:13])=[C:9]([N+:14]([O-:16])=[O:15])[CH:8]=2)[CH:4]=[N:3]1.[Br:17]Br. (2) Given the product [CH3:1][C:2]1[C:3]([CH2:22][C:23]2[NH:27][C:26]3[CH:28]=[CH:29][C:30]([C:32]#[N:33])=[CH:31][C:25]=3[N:24]=2)=[C:4]2[C:8](=[C:9]([CH3:11])[CH:10]=1)[NH:7][CH:6]=[CH:5]2, predict the reactants needed to synthesize it. The reactants are: [CH3:1][C:2]1[C:3]([CH2:22][C:23]2[NH:27][C:26]3[CH:28]=[CH:29][C:30]([C:32]#[N:33])=[CH:31][C:25]=3[N:24]=2)=[C:4]2[C:8](=[C:9]([CH3:11])[CH:10]=1)[N:7](S(C1C=CC(C)=CC=1)(=O)=O)[CH:6]=[CH:5]2.[OH-].[K+].C(N)CC(C)C. (3) Given the product [CH3:1][N:2]1[C:6]([C:7]2[CH:8]=[C:9]([CH2:13][C:14]([OH:16])=[O:15])[CH:10]=[CH:11][CH:12]=2)=[CH:5][CH:4]=[N:3]1, predict the reactants needed to synthesize it. The reactants are: [CH3:1][N:2]1[C:6]([C:7]2[CH:8]=[C:9]([CH2:13][C:14]([O:16]CC)=[O:15])[CH:10]=[CH:11][CH:12]=2)=[CH:5][CH:4]=[N:3]1.[OH-].[Na+].